From a dataset of Full USPTO retrosynthesis dataset with 1.9M reactions from patents (1976-2016). Predict the reactants needed to synthesize the given product. (1) Given the product [Cl:11][C:4]1[CH:3]=[C:2]([B:12]2[O:16][C:15]([CH3:18])([CH3:17])[C:14]([CH3:20])([CH3:19])[O:13]2)[CH:7]=[CH:6][C:5]=1[CH:8]([OH:10])[CH3:9], predict the reactants needed to synthesize it. The reactants are: Br[C:2]1[CH:7]=[CH:6][C:5]([CH:8]([OH:10])[CH3:9])=[C:4]([Cl:11])[CH:3]=1.[B:12]1([B:12]2[O:16][C:15]([CH3:18])([CH3:17])[C:14]([CH3:20])([CH3:19])[O:13]2)[O:16][C:15]([CH3:18])([CH3:17])[C:14]([CH3:20])([CH3:19])[O:13]1.C([O-])(=O)C.[K+]. (2) Given the product [Cl:1][C:2]1[N:3]=[CH:4][C:5]([CH2:6][OH:7])=[CH:11][CH:12]=1, predict the reactants needed to synthesize it. The reactants are: [Cl:1][C:2]1[CH:12]=[CH:11][C:5]([C:6](OCC)=[O:7])=[CH:4][N:3]=1.[H-].[Al+3].[Li+].[H-].[H-].[H-].C(O)(=O)C(C(C(O)=O)O)O. (3) The reactants are: Cl[C:2]1[CH:7]=[CH:6][C:5]([CH:8]2[CH2:14][CH2:13][CH2:12][CH2:11][N:10]([C:15]([C:17]3[CH:22]=[CH:21][N:20]=[C:19]([N:23]([CH3:25])[CH3:24])[CH:18]=3)=[O:16])[CH2:9]2)=[CH:4][CH:3]=1.Cl.CN(C)C1C=C(C=CN=1)[C:32](O)=[O:33].Cl.COC1C=CC(C2CCCCNC2)=CC=1. Given the product [CH3:32][O:33][C:2]1[CH:7]=[CH:6][C:5]([CH:8]2[CH2:14][CH2:13][CH2:12][CH2:11][N:10]([C:15]([C:17]3[CH:22]=[CH:21][N:20]=[C:19]([N:23]([CH3:25])[CH3:24])[CH:18]=3)=[O:16])[CH2:9]2)=[CH:4][CH:3]=1, predict the reactants needed to synthesize it. (4) Given the product [CH3:28][O:29][C:30]1[CH:31]=[C:32]([NH:33][C:2]2[C:3]3[NH:18][N:17]=[CH:16][C:4]=3[N:5]=[C:6]([C:8]3[CH:13]=[CH:12][CH:11]=[CH:10][C:9]=3[O:14][CH3:15])[N:7]=2)[CH:34]=[CH:35][C:36]=1[O:37][CH3:38], predict the reactants needed to synthesize it. The reactants are: Cl[C:2]1[C:3]2[C:4](=[CH:16][N:17](CC3C=CC(OC)=CC=3)[N:18]=2)[N:5]=[C:6]([C:8]2[CH:13]=[CH:12][CH:11]=[CH:10][C:9]=2[O:14][CH3:15])[N:7]=1.[CH3:28][O:29][C:30]1[CH:31]=[C:32]([CH:34]=[CH:35][C:36]=1[O:37][CH3:38])[NH2:33].Cl. (5) Given the product [OH:33][C:2]([CH3:1])([CH2:6][O:7][C:8]1[CH:9]=[CH:10][C:11]([N:14]2[CH2:15][CH2:16][CH:17]([CH2:20][CH2:21][C:22]3[CH:23]=[CH:24][C:25]([O:28][C:29]([F:32])([F:30])[F:31])=[CH:26][CH:27]=3)[CH2:18][CH2:19]2)=[CH:12][CH:13]=1)[CH2:3][CH2:4][O:5][S:47]([C:44]1[CH:45]=[CH:46][C:41]([CH3:51])=[CH:42][CH:43]=1)(=[O:49])=[O:48], predict the reactants needed to synthesize it. The reactants are: [CH3:1][C:2]([OH:33])([CH2:6][O:7][C:8]1[CH:13]=[CH:12][C:11]([N:14]2[CH2:19][CH2:18][CH:17]([CH2:20][CH2:21][C:22]3[CH:27]=[CH:26][C:25]([O:28][C:29]([F:32])([F:31])[F:30])=[CH:24][CH:23]=3)[CH2:16][CH2:15]2)=[CH:10][CH:9]=1)[CH2:3][CH2:4][OH:5].C(N(CC)CC)C.[C:41]1([CH3:51])[CH:46]=[CH:45][C:44]([S:47](Cl)(=[O:49])=[O:48])=[CH:43][CH:42]=1. (6) The reactants are: [NH:1]1[CH2:6][CH2:5][CH2:4][C@@H:3]([NH:7]C(=O)OC(C)(C)C)[CH2:2]1.[F:15][CH2:16][C:17](=O)[CH2:18][F:19].[Na].[Cl:22]CCl. Given the product [ClH:22].[F:15][CH2:16][CH:17]([N:1]1[CH2:6][CH2:5][CH2:4][C@@H:3]([NH2:7])[CH2:2]1)[CH2:18][F:19], predict the reactants needed to synthesize it.